Dataset: Full USPTO retrosynthesis dataset with 1.9M reactions from patents (1976-2016). Task: Predict the reactants needed to synthesize the given product. (1) Given the product [CH3:19][O:18][C:16](=[O:17])[CH2:15][CH2:14][CH2:13][CH2:12][C:11](=[O:20])[C:10](=[O:21])[CH2:9][CH2:8][CH2:7][CH2:6][C:5]([O:4][CH3:3])=[O:22], predict the reactants needed to synthesize it. The reactants are: BrBr.[CH3:3][O:4][C:5](=[O:22])[CH2:6][CH2:7][CH2:8][CH2:9][CH:10]([OH:21])[C:11](=[O:20])[CH2:12][CH2:13][CH2:14][CH2:15][C:16]([O:18][CH3:19])=[O:17].ClCCl. (2) Given the product [CH2:7]([NH:19][CH2:33][CH2:32][CH2:31][O:30][C:21]1[CH:22]=[CH:23][C:24]2[C:29](=[CH:28][CH:27]=[CH:26][CH:25]=2)[CH:20]=1)[CH2:8][CH2:9][CH2:10][CH2:11][CH2:12][CH2:13][CH2:14][CH2:15][CH2:16][CH2:17][CH3:18], predict the reactants needed to synthesize it. The reactants are: C(=O)([O-])[O-].[K+].[K+].[CH2:7]([NH2:19])[CH2:8][CH2:9][CH2:10][CH2:11][CH2:12][CH2:13][CH2:14][CH2:15][CH2:16][CH2:17][CH3:18].[CH:20]1[C:29]2[C:24](=[CH:25][CH:26]=[CH:27][CH:28]=2)[CH:23]=[CH:22][C:21]=1[O:30][CH2:31][CH2:32][CH2:33]Cl.